From a dataset of Catalyst prediction with 721,799 reactions and 888 catalyst types from USPTO. Predict which catalyst facilitates the given reaction. (1) The catalyst class is: 151. Product: [C:55]([O:54][C:52](=[O:53])[CH2:51][N:45]1[C:44](=[O:59])[C:43]2[C:48](=[CH:49][C:40]([C:38]([C:31]3[N:32]4[C:37]([CH:36]=[CH:35][CH:34]=[CH:33]4)=[C:29]([C:14]4[CH:15]=[CH:16][C:11]([C:9]([O:8][CH2:1][C:2]5[CH:7]=[CH:6][CH:5]=[CH:4][CH:3]=5)=[O:10])=[CH:12][CH:13]=4)[C:30]=3[CH3:60])=[O:39])=[CH:41][CH:42]=2)[NH:47][C:46]1=[O:50])([CH3:58])([CH3:56])[CH3:57]. Reactant: [CH2:1]([O:8][C:9]([C:11]1[CH:16]=[CH:15][C:14](B(O)O)=[CH:13][CH:12]=1)=[O:10])[C:2]1[CH:7]=[CH:6][CH:5]=[CH:4][CH:3]=1.P([O-])([O-])([O-])=O.[K+].[K+].[K+].Br[C:29]1[C:30]([CH3:60])=[C:31]([C:38]([C:40]2[CH:49]=[C:48]3[C:43]([C:44](=[O:59])[N:45]([CH2:51][C:52]([O:54][C:55]([CH3:58])([CH3:57])[CH3:56])=[O:53])[C:46](=[O:50])[NH:47]3)=[CH:42][CH:41]=2)=[O:39])[N:32]2[C:37]=1[CH:36]=[CH:35][CH:34]=[CH:33]2.OS([O-])(=O)=O.[K+]. (2) Reactant: CS[C:3]1[N:8]=[CH:7][N:6]([CH2:9][C:10]2[S:11][C:12]([C:15]([F:18])([F:17])[F:16])=[CH:13][CH:14]=2)[C:5](=[O:19])[N:4]=1.Cl.[F:21][CH:22]([F:34])[O:23][C:24]1[CH:25]=[C:26]2[C:31](=[CH:32][CH:33]=1)[CH2:30][NH:29][CH2:28][CH2:27]2.C(N(CC)C(C)C)(C)C. Product: [F:34][CH:22]([F:21])[O:23][C:24]1[CH:25]=[C:26]2[C:31](=[CH:32][CH:33]=1)[CH2:30][N:29]([C:3]1[N:8]=[CH:7][N:6]([CH2:9][C:10]3[S:11][C:12]([C:15]([F:18])([F:17])[F:16])=[CH:13][CH:14]=3)[C:5](=[O:19])[N:4]=1)[CH2:28][CH2:27]2. The catalyst class is: 12.